Dataset: KCNQ2 potassium channel screen with 302,405 compounds. Task: Binary Classification. Given a drug SMILES string, predict its activity (active/inactive) in a high-throughput screening assay against a specified biological target. (1) The drug is Clc1ccc(C(N2CCSCC2)c2n(nnn2)C(C)(C)C)cc1. The result is 0 (inactive). (2) The drug is Brc1cc(NC(=O)CC[NH+]2CCN(CC2)C(OCC)=O)ccc1. The result is 0 (inactive). (3) The compound is ClCCCN1CCc2c1ccc(c2)/C=C1\C(=O)N(CC)C(=S)NC1=O. The result is 0 (inactive). (4) The molecule is S(c1n(Cc2occc2)c(nn1)c1ccncc1)CC(=O)Nc1sccn1. The result is 0 (inactive). (5) The drug is BrC(Cn1c(nc2c1cccc2)CCCC)=C. The result is 0 (inactive).